From a dataset of Forward reaction prediction with 1.9M reactions from USPTO patents (1976-2016). Predict the product of the given reaction. (1) Given the reactants [C:1]1([C:6]2[CH:28]=[CH:27][CH:26]=[CH:25][C:7]=2[CH2:8][N:9]([CH:22]2[CH2:24][CH2:23]2)[C:10]([C:12]2[C:13]([CH:19]([F:21])[F:20])=[N:14][N:15]([CH3:18])[C:16]=2[F:17])=[O:11])[CH2:5][CH2:4][CH2:3][CH:2]=1.[OH-].[Na+].[CH:31](Cl)([Cl:33])[Cl:32], predict the reaction product. The product is: [CH:22]1([N:9]([CH2:8][C:7]2[CH:25]=[CH:26][CH:27]=[CH:28][C:6]=2[C:1]23[C:31]([Cl:33])([Cl:32])[CH:5]2[CH2:4][CH2:3][CH2:2]3)[C:10]([C:12]2[C:13]([CH:19]([F:20])[F:21])=[N:14][N:15]([CH3:18])[C:16]=2[F:17])=[O:11])[CH2:23][CH2:24]1. (2) Given the reactants Br[CH2:2][C:3]1[C:12]([O:13][C:14]2[CH:19]=[CH:18][C:17]([N+:20]([O-:22])=[O:21])=[CH:16][C:15]=2[Cl:23])=[CH:11][CH:10]=[CH:9][C:4]=1[C:5]([O:7]C)=O.[CH2:24]([NH2:29])[C:25]([CH3:28])([CH3:27])[CH3:26].C(=O)([O-])[O-].[K+].[K+].C(#N)C, predict the reaction product. The product is: [Cl:23][C:15]1[CH:16]=[C:17]([N+:20]([O-:22])=[O:21])[CH:18]=[CH:19][C:14]=1[O:13][C:12]1[CH:11]=[CH:10][CH:9]=[C:4]2[C:3]=1[CH2:2][N:29]([CH2:24][C:25]([CH3:28])([CH3:27])[CH3:26])[C:5]2=[O:7]. (3) Given the reactants [C:1]1([CH3:22])[CH:6]=[C:5]([CH3:7])[CH:4]=[C:3]([CH3:8])[C:2]=1[NH:9][C:10]1[O:11][C:12]2[C:18]([N+:19]([O-])=O)=[CH:17][CH:16]=[CH:15][C:13]=2[N:14]=1.[CH3:23]O.[CH:25](=O)[CH2:26][CH3:27].[BH3-]C#N.[Na+].C(O[CH2:37][CH3:38])(=O)C, predict the reaction product. The product is: [C:1]1([CH3:22])[CH:6]=[C:5]([CH3:7])[CH:4]=[C:3]([CH3:8])[C:2]=1[NH:9][C:10]1[O:11][C:12]2[C:18]([N:19]([CH2:23][CH2:37][CH3:38])[CH2:25][CH2:26][CH3:27])=[CH:17][CH:16]=[CH:15][C:13]=2[N:14]=1.